From a dataset of Reaction yield outcomes from USPTO patents with 853,638 reactions. Predict the reaction yield, written as a fraction of the theoretical maximum amount of product (1.0 means a 100% yield; for example, 0.34 means a 34% yield). (1) The reactants are [Br:1][C:2]1[CH:7]=[CH:6][C:5]([C:8]2([C:12](O)=[O:13])[CH2:11][CH2:10][CH2:9]2)=[CH:4][CH:3]=1. The catalyst is O1CCOCC1.C(OCC)(=O)C. The product is [Br:1][C:2]1[CH:3]=[CH:4][C:5]([C:8]2([CH2:12][OH:13])[CH2:11][CH2:10][CH2:9]2)=[CH:6][CH:7]=1. The yield is 0.620. (2) The reactants are [N+:1]([C:4]1[CH:15]=[CH:14][C:7]([CH2:8][C@@H:9]([C:11]([OH:13])=[O:12])[NH2:10])=[CH:6][CH:5]=1)([O-:3])=[O:2].[OH-].[Na+].[Cl:18][C:19]1[CH:27]=[CH:26][CH:25]=[C:24]([Cl:28])[C:20]=1[C:21](Cl)=[O:22].Cl. The catalyst is CC(C)=O.O. The product is [Cl:18][C:19]1[CH:27]=[CH:26][CH:25]=[C:24]([Cl:28])[C:20]=1[C:21]([NH:10][C@H:9]([C:11]([OH:13])=[O:12])[CH2:8][C:7]1[CH:6]=[CH:5][C:4]([N+:1]([O-:3])=[O:2])=[CH:15][CH:14]=1)=[O:22]. The yield is 0.970. (3) The reactants are [CH2:1]([N:8]1[C:16]2[C:11](=[CH:12][C:13]([C:17]3[CH:22]=[C:21]([C:23]([F:26])([F:25])[F:24])[CH:20]=[C:19]([C:27]([F:30])([F:29])[F:28])[CH:18]=3)=[CH:14][CH:15]=2)[CH:10]=[CH:9]1)[C:2]1[CH:7]=[CH:6][CH:5]=[CH:4][CH:3]=1.[C:31](Cl)(=[O:35])[C:32](Cl)=[O:33].[CH2:37]([OH:39])[CH3:38]. No catalyst specified. The product is [CH2:1]([N:8]1[C:16]2[C:11](=[CH:12][C:13]([C:17]3[CH:22]=[C:21]([C:23]([F:24])([F:25])[F:26])[CH:20]=[C:19]([C:27]([F:30])([F:28])[F:29])[CH:18]=3)=[CH:14][CH:15]=2)[C:10]([C:31](=[O:35])[C:32]([O:39][CH2:37][CH3:38])=[O:33])=[CH:9]1)[C:2]1[CH:3]=[CH:4][CH:5]=[CH:6][CH:7]=1. The yield is 0.560. (4) The reactants are C([O:3][C:4]([CH:6]1[CH2:8][CH:7]1[CH2:9][NH:10][C@:11]12[CH2:46][CH2:45][C@@H:44]([C:47]([CH3:49])=[CH2:48])[C@@H:12]1[C@@H:13]1[C@@:26]([CH3:29])([CH2:27][CH2:28]2)[C@@:25]2([CH3:30])[C@@H:16]([C@:17]3([CH3:43])[C@@H:22]([CH2:23][CH2:24]2)[C:21]([CH3:32])([CH3:31])[C:20]([C:33]2[CH:42]=[CH:41][C:36]([C:37]([O:39]C)=[O:38])=[CH:35][CH:34]=2)=[CH:19][CH2:18]3)[CH2:15][CH2:14]1)=[O:5])C.[OH-].[Na+]. The catalyst is O1CCOCC1. The product is [C:4]([CH:6]1[CH2:8][CH:7]1[CH2:9][NH:10][C@:11]12[CH2:46][CH2:45][C@@H:44]([C:47]([CH3:49])=[CH2:48])[C@@H:12]1[C@@H:13]1[C@@:26]([CH3:29])([CH2:27][CH2:28]2)[C@@:25]2([CH3:30])[C@@H:16]([C@:17]3([CH3:43])[C@@H:22]([CH2:23][CH2:24]2)[C:21]([CH3:32])([CH3:31])[C:20]([C:33]2[CH:42]=[CH:41][C:36]([C:37]([OH:39])=[O:38])=[CH:35][CH:34]=2)=[CH:19][CH2:18]3)[CH2:15][CH2:14]1)([OH:5])=[O:3]. The yield is 0.241. (5) The reactants are [F-].C([N+](CCCC)(CCCC)CCCC)CCC.[Si]([O:26][C@@H:27]([CH2:40][CH2:41][C:42]1[CH:47]=[CH:46][CH:45]=[CH:44][CH:43]=1)[C@H:28]([N:30]1[CH:38]=[N:37][C:36]2[C:31]1=[N:32][CH:33]=[N:34][C:35]=2[NH2:39])[CH3:29])(C(C)(C)C)(C)C.ClCCl.CO. The catalyst is O1CCCC1. The product is [NH2:39][C:35]1[N:34]=[CH:33][N:32]=[C:31]2[C:36]=1[N:37]=[CH:38][N:30]2[C@H:28]([CH3:29])[C@@H:27]([OH:26])[CH2:40][CH2:41][C:42]1[CH:47]=[CH:46][CH:45]=[CH:44][CH:43]=1. The yield is 0.850.